From a dataset of Full USPTO retrosynthesis dataset with 1.9M reactions from patents (1976-2016). Predict the reactants needed to synthesize the given product. (1) Given the product [CH3:25][C:23]([C:20]1[CH:21]=[CH:22][C:17]([C:16]2[C:15]3[C:10](=[CH:11][CH:12]=[CH:13][CH:14]=3)[N:9]([CH2:27][C:28]3[CH:29]=[C:30]([C:35]4[CH:40]=[CH:39][CH:38]=[C:37]([C:41]([NH:72][CH2:71][C:67]5[S:66][CH:70]=[CH:69][CH:68]=5)=[O:43])[CH:36]=4)[CH:31]=[CH:32][C:33]=3[CH3:34])[C:8]=2[C:6]([OH:5])=[O:7])=[CH:18][CH:19]=1)([CH3:26])[CH3:24], predict the reactants needed to synthesize it. The reactants are: CC([O:5][C:6]([C:8]1[N:9]([CH2:27][C:28]2[CH:29]=[C:30]([C:35]3[CH:40]=[CH:39][CH:38]=[C:37]([C:41]([OH:43])=O)[CH:36]=3)[CH:31]=[CH:32][C:33]=2[CH3:34])[C:10]2[C:15]([C:16]=1[C:17]1[CH:22]=[CH:21][C:20]([C:23]([CH3:26])([CH3:25])[CH3:24])=[CH:19][CH:18]=1)=[CH:14][CH:13]=[CH:12][CH:11]=2)=[O:7])(C)C.CCN=C=NCCCN(C)C.Cl.C1C=CC2N(O)N=NC=2C=1.[S:66]1[CH:70]=[CH:69][CH:68]=[C:67]1[CH2:71][NH2:72]. (2) Given the product [CH2:6]([O:5][C:1]([C:2]1[S:3][C:16]2[N:17]=[C:18]([S:34][CH3:35])[N:19]=[C:20]([NH:24][CH2:25][C:26]3[CH:31]=[CH:30][C:29]([Cl:32])=[CH:28][C:27]=3[Cl:33])[C:21]=2[CH:22]=1)=[O:4])[CH3:7], predict the reactants needed to synthesize it. The reactants are: [C:1]([O:5][CH2:6][CH3:7])(=[O:4])[CH2:2][SH:3].C(N(CC)CC)C.Cl[C:16]1[C:21]([CH:22]=O)=[C:20]([NH:24][CH2:25][C:26]2[CH:31]=[CH:30][C:29]([Cl:32])=[CH:28][C:27]=2[Cl:33])[N:19]=[C:18]([S:34][CH3:35])[N:17]=1. (3) Given the product [C:1]1([C:7]2[C:8]([C:13]3[CH:14]=[CH:15][C:16]([CH3:19])=[CH:17][CH:18]=3)=[N:9][NH:10][C:11]=2[S:12][CH2:26][C:27]#[N:28])[CH:2]=[CH:3][CH:4]=[CH:5][CH:6]=1, predict the reactants needed to synthesize it. The reactants are: [C:1]1([CH:7]2[C:11](=[S:12])[NH:10][N:9]=[C:8]2[C:13]2[CH:18]=[CH:17][C:16]([CH3:19])=[CH:15][CH:14]=2)[CH:6]=[CH:5][CH:4]=[CH:3][CH:2]=1.C1([C:26]2[C:27](C3C=CC(C)=CC=3)=[N:28]NC=2SSC2NN=C(C3C=CC(C)=CC=3)C=2C2C=CC=CC=2)C=CC=CC=1.BrCC#N.C([O-])([O-])=O.[K+].[K+]. (4) Given the product [CH2:21]1[O:29][C:28]2[CH:27]=[CH:26][C:25]([C:2]3[CH:3]=[N:4][CH:5]=[C:6]([CH:14]=3)[C:7]([O:9][C:10]([CH3:13])([CH3:12])[CH3:11])=[O:8])=[CH:24][C:23]=2[O:22]1, predict the reactants needed to synthesize it. The reactants are: Br[C:2]1[CH:3]=[N:4][CH:5]=[C:6]([CH:14]=1)[C:7]([O:9][C:10]([CH3:13])([CH3:12])[CH3:11])=[O:8].C(=O)([O-])[O-].[K+].[K+].[CH2:21]1[O:29][C:28]2[CH:27]=[CH:26][C:25](B(O)O)=[CH:24][C:23]=2[O:22]1.CN(C)C=O. (5) Given the product [CH2:34]([O:33][C:30](=[O:32])[NH:11][C@@H:3]([CH:2]1[CH2:42][CH2:41][O:40][CH2:37][CH2:38]1)[C:23]([N:15]1[C@H:14]([C:12](=[O:13])[NH:11][C@H:3]2[C:4]3[C:9](=[CH:8][CH:7]=[CH:6][CH:5]=3)[CH2:10][C@@H:2]2[F:1])[CH2:19][N:18]2[CH2:20][CH2:21][CH2:22][C@@H:17]2[CH2:16]1)=[O:24])[C:35]1[CH:8]=[CH:9][CH:4]=[CH:5][CH:6]=1, predict the reactants needed to synthesize it. The reactants are: [F:1][C@H:2]1[CH2:10][C:9]2[C:4](=[CH:5][CH:6]=[CH:7][CH:8]=2)[C@@H:3]1[NH:11][C:12]([C@@H:14]1[CH2:19][N:18]2[CH2:20][CH2:21][CH2:22][C@@H:17]2[CH2:16][N:15]1[C:23](OC(C)(C)C)=[O:24])=[O:13].[C:30]([O:33][CH2:34][CH3:35])(=[O:32])C.Cl.[C:37]([O:40][CH2:41][CH3:42])(=O)[CH3:38]. (6) Given the product [C:1]([O:5][C:6]1[CH:7]=[C:8]([CH:19]=[CH2:22])[C:9]2[S:13][C:12]([O:14][CH:15]([CH3:16])[CH3:17])=[N:11][C:10]=2[CH:18]=1)([CH3:2])([CH3:3])[CH3:4].[C:22]([O:21][CH2:25][CH3:24])(=[O:5])[CH3:23].[CH3:18][CH2:6][CH2:7][CH:8]([CH3:19])[CH3:9], predict the reactants needed to synthesize it. The reactants are: [C:1]([O:5][C:6]1[CH:7]=[C:8]([CH:19]=O)[C:9]2[S:13][C:12]([O:14][CH:15]([CH3:17])[CH3:16])=[N:11][C:10]=2[CH:18]=1)([CH3:4])([CH3:3])[CH3:2].[O:21]1[CH2:25][CH2:24][CH2:23][CH2:22]1. (7) Given the product [C:1]([NH:5][C@@H:6]1[CH2:10][CH2:9][N:8]([CH2:11][C:12]2[CH:33]=[CH:32][C:15]([C:16]([NH:18][CH2:19][C:20]3[CH:25]=[C:24]([Cl:26])[CH:23]=[CH:22][C:21]=3[S:27]([CH2:30][CH3:31])(=[O:29])=[O:28])=[O:17])=[CH:14][C:13]=2[C:34]([F:36])([F:37])[F:35])[CH2:7]1)(=[O:3])[CH3:2], predict the reactants needed to synthesize it. The reactants are: [C:1](Cl)(=[O:3])[CH3:2].[NH2:5][C@@H:6]1[CH2:10][CH2:9][N:8]([CH2:11][C:12]2[CH:33]=[CH:32][C:15]([C:16]([NH:18][CH2:19][C:20]3[CH:25]=[C:24]([Cl:26])[CH:23]=[CH:22][C:21]=3[S:27]([CH2:30][CH3:31])(=[O:29])=[O:28])=[O:17])=[CH:14][C:13]=2[C:34]([F:37])([F:36])[F:35])[CH2:7]1.